Dataset: Reaction yield outcomes from USPTO patents with 853,638 reactions. Task: Predict the reaction yield, written as a fraction of the theoretical maximum amount of product (1.0 means a 100% yield; for example, 0.34 means a 34% yield). (1) The reactants are [C:1]([NH:9][C@@H:10]([C:16]1[CH:21]=[CH:20][CH:19]=[CH:18][CH:17]=1)[C@H:11]([C:13]([OH:15])=[O:14])[OH:12])(=[O:8])[C:2]1[CH:7]=[CH:6][CH:5]=[CH:4][CH:3]=1.[N+](=[CH2:24])=[N-]. The catalyst is O1CCCC1.C(OCC)C. The yield is 0.900. The product is [CH3:24][O:14][C:13](=[O:15])[C@H:11]([OH:12])[C@H:10]([C:16]1[CH:21]=[CH:20][CH:19]=[CH:18][CH:17]=1)[NH:9][C:1](=[O:8])[C:2]1[CH:3]=[CH:4][CH:5]=[CH:6][CH:7]=1. (2) The reactants are [CH:1]([O:4][C:5]([N:7]1[CH2:12][CH2:11][CH:10]([O:13][C:14]2[C:19]([C:20]#[N:21])=[C:18]([NH:22][C:23]3[CH:28]=[CH:27][C:26](I)=[CH:25][C:24]=3[F:30])[N:17]=[CH:16][N:15]=2)[CH2:9][CH2:8]1)=[O:6])([CH3:3])[CH3:2].[NH:31]1[CH2:36][CH2:35][O:34][CH2:33][CH2:32]1.N1CCC[C@H]1C(O)=O.C(=O)([O-])[O-].[K+].[K+]. The catalyst is CS(C)=O.[Cu]I. The product is [CH:1]([O:4][C:5]([N:7]1[CH2:12][CH2:11][CH:10]([O:13][C:14]2[C:19]([C:20]#[N:21])=[C:18]([NH:22][C:23]3[CH:28]=[CH:27][C:26]([N:31]4[CH2:36][CH2:35][O:34][CH2:33][CH2:32]4)=[CH:25][C:24]=3[F:30])[N:17]=[CH:16][N:15]=2)[CH2:9][CH2:8]1)=[O:6])([CH3:3])[CH3:2]. The yield is 0.450. (3) The reactants are [NH2:1][C:2]1[C:7]2=[C:8]([C:13]3[CH:18]=[CH:17][C:16]([N+:19]([O-:21])=[O:20])=[CH:15][CH:14]=3)[C:9]([CH:11]=[O:12])=[CH:10][N:6]2[N:5]=[CH:4][N:3]=1.S([CH2:32][N+:33]#[C-:34])(C1C=CC(C)=CC=1)(=O)=O.C(=O)([O-])[O-].[K+].[K+]. The catalyst is CO. The product is [N+:19]([C:16]1[CH:15]=[CH:14][C:13]([C:8]2[C:9]([C:11]3[O:12][CH:34]=[N:33][CH:32]=3)=[CH:10][N:6]3[C:7]=2[C:2]([NH2:1])=[N:3][CH:4]=[N:5]3)=[CH:18][CH:17]=1)([O-:21])=[O:20]. The yield is 0.390. (4) The reactants are [C:1](OCC)(=O)[CH2:2][C:3]([O-])=O.[O-]CC.[Mg+2].[O-]CC.[S:17](Cl)(Cl)=O.[N+:21]([C:24]1[CH:29]=[CH:28]C(CC(O)=O)=CC=1)([O-:23])=[O:22].[C:34]([CH2:36][C:37]([O:39][CH2:40][CH3:41])=[O:38])#[N:35].[S].[CH2:43](N)[CH2:44][CH2:45]C. The catalyst is C(O)C.O.COC(C)(C)C. The product is [NH2:35][C:34]1[S:17][C:43]([C:1]2[CH:2]=[CH:3][C:24]([N+:21]([O-:23])=[O:22])=[CH:29][CH:28]=2)=[C:44]([CH3:45])[C:36]=1[C:37]([O:39][CH2:40][CH3:41])=[O:38]. The yield is 0.636. (5) The reactants are C([O:3][C:4](=[O:38])[CH2:5][CH2:6][C:7]1[CH:12]=[CH:11][C:10]([O:13][CH2:14][CH2:15][C:16]2[N:17]=[C:18]([C:21]3[CH:26]=[CH:25][CH:24]=[CH:23][CH:22]=3)[O:19][CH:20]=2)=[CH:9][C:8]=1[CH2:27][O:28][C:29](=[O:37])[NH:30][CH:31]1[CH2:36][CH2:35][CH2:34][CH2:33][CH2:32]1)C.[OH-].[Na+]. The yield is 0.630. The product is [CH:31]1([NH:30][C:29]([O:28][CH2:27][C:8]2[CH:9]=[C:10]([O:13][CH2:14][CH2:15][C:16]3[N:17]=[C:18]([C:21]4[CH:22]=[CH:23][CH:24]=[CH:25][CH:26]=4)[O:19][CH:20]=3)[CH:11]=[CH:12][C:7]=2[CH2:6][CH2:5][C:4]([OH:38])=[O:3])=[O:37])[CH2:36][CH2:35][CH2:34][CH2:33][CH2:32]1. The catalyst is C(O)C. (6) The reactants are [CH3:1][O:2][C:3]1[CH:8]=[CH:7][C:6]([C:9]2([C:12]([OH:14])=[O:13])[CH2:11][CH2:10]2)=[CH:5][CH:4]=1.O.[C:16]1(C)C=CC(S(O)(=O)=O)=CC=1. The catalyst is CO. The product is [CH3:16][O:13][C:12]([C:9]1([C:6]2[CH:5]=[CH:4][C:3]([O:2][CH3:1])=[CH:8][CH:7]=2)[CH2:10][CH2:11]1)=[O:14]. The yield is 0.990.